Dataset: Catalyst prediction with 721,799 reactions and 888 catalyst types from USPTO. Task: Predict which catalyst facilitates the given reaction. (1) Reactant: FC(F)(F)C(O)=O.[CH3:8][O:9][C:10]1[CH:29]=[CH:28][C:13]2[CH2:14][O:15][C:16](=[O:27])[N:17]([CH2:18][CH2:19][CH2:20][N:21]3[CH2:26][CH2:25][NH:24][CH2:23][CH2:22]3)[C:12]=2[CH:11]=1.C(N(CC)C(C)C)(C)C.[O:39]=[C:40]1[CH2:45][O:44][C:43]2[CH:46]=[CH:47][C:48]([CH:50]=O)=[N:49][C:42]=2[NH:41]1.C(O[BH-](OC(=O)C)OC(=O)C)(=O)C.[Na+]. Product: [CH3:8][O:9][C:10]1[CH:29]=[CH:28][C:13]2[CH2:14][O:15][C:16](=[O:27])[N:17]([CH2:18][CH2:19][CH2:20][N:21]3[CH2:26][CH2:25][N:24]([CH2:50][C:48]4[CH:47]=[CH:46][C:43]5[O:44][CH2:45][C:40](=[O:39])[NH:41][C:42]=5[N:49]=4)[CH2:23][CH2:22]3)[C:12]=2[CH:11]=1. The catalyst class is: 98. (2) Reactant: FC(F)(F)S(O[C:7]1[CH:8]=[C:9]([C:14]2[CH:19]=[CH:18][C:17]([S:20]([CH2:23][CH3:24])(=[O:22])=[O:21])=[CH:16][C:15]=2[C:25]#[N:26])[C:10]([F:13])=[CH:11][CH:12]=1)(=O)=O.C([O-])(=O)C.[K+].[B:34]1([B:34]2[O:38][C:37]([CH3:40])([CH3:39])[C:36]([CH3:42])([CH3:41])[O:35]2)[O:38][C:37]([CH3:40])([CH3:39])[C:36]([CH3:42])([CH3:41])[O:35]1. Product: [CH2:23]([S:20]([C:17]1[CH:16]=[C:15]([C:25]#[N:26])[C:14]([C:9]2[CH:8]=[C:7]([B:34]3[O:38][C:37]([CH3:40])([CH3:39])[C:36]([CH3:42])([CH3:41])[O:35]3)[CH:12]=[CH:11][C:10]=2[F:13])=[CH:19][CH:18]=1)(=[O:22])=[O:21])[CH3:24]. The catalyst class is: 12. (3) Product: [F:24][C:13]1[CH:12]=[C:4]([O:5][CH:6]2[CH2:11][CH2:10][CH2:9][O:8][CH2:7]2)[CH:3]=[C:2]([F:1])[C:14]=1[C:26]1[N:31]=[C:30]([C:32]([O:34][CH3:35])=[O:33])[CH:29]=[CH:28][C:27]=1[F:36]. The catalyst class is: 760. Reactant: [F:1][C:2]1[CH:3]=[C:4]([CH:12]=[C:13]([F:24])[C:14]=1B1OC(C)(C)C(C)(C)O1)[O:5][CH:6]1[CH2:11][CH2:10][CH2:9][O:8][CH2:7]1.Br[C:26]1[N:31]=[C:30]([C:32]([O:34][CH3:35])=[O:33])[CH:29]=[CH:28][C:27]=1[F:36].CCN(C(C)C)C(C)C. (4) Reactant: [CH3:1][O:2][CH2:3][C@@H:4]([OH:6])[CH3:5].[Cl:7][C:8]1[N:13]=[C:12](Cl)[C:11]([Cl:15])=[CH:10][N:9]=1.[H-].[Na+]. Product: [Cl:7][C:8]1[N:13]=[C:12]([O:6][C@@H:4]([CH3:5])[CH2:3][O:2][CH3:1])[C:11]([Cl:15])=[CH:10][N:9]=1. The catalyst class is: 1. (5) Reactant: [CH:1]([NH:4][C:5]1[C:14]2[C:9](=[C:10]([NH2:15])[CH:11]=[CH:12][CH:13]=2)[N:8]=[CH:7][N:6]=1)([CH3:3])[CH3:2].[Cl:16][C:17]1[C:22]([C:23](O)=[O:24])=[C:21]([F:26])[C:20]([CH2:27][NH:28][C:29](=[O:33])[CH:30]([CH3:32])[CH3:31])=[CH:19][CH:18]=1.S(Cl)(Cl)=O.CCN(C(C)C)C(C)C. Product: [Cl:16][C:17]1[C:22]([C:23]([NH:15][C:10]2[CH:11]=[CH:12][CH:13]=[C:14]3[C:9]=2[N:8]=[CH:7][N:6]=[C:5]3[NH:4][CH:1]([CH3:3])[CH3:2])=[O:24])=[C:21]([F:26])[C:20]([CH2:27][NH:28][C:29](=[O:33])[CH:30]([CH3:31])[CH3:32])=[CH:19][CH:18]=1. The catalyst class is: 1. (6) Reactant: Br[C:2]1[CH:3]=[C:4]2[C:9](=[CH:10][CH:11]=1)[C:7](=[O:8])[O:6][CH2:5]2.[CH2:12]([Sn](CCCC)(CCCC)CCCC)[CH:13]=[CH2:14].[Cl-].[Li+]. Product: [CH2:14]([C:2]1[CH:11]=[CH:10][C:9]2[C:7](=[O:8])[O:6][CH2:5][C:4]=2[CH:3]=1)[CH:13]=[CH2:12]. The catalyst class is: 206. (7) Reactant: C(N(C(C)C)CC)(C)C.C[O:11][C:12]([C:14]1[C:19]([O:20][CH2:21][C:22]2[CH:27]=[CH:26][C:25]([O:28][CH3:29])=[CH:24][CH:23]=2)=[C:18]([O:30][CH2:31][C:32]2[CH:37]=[CH:36][C:35]([O:38][CH3:39])=[CH:34][CH:33]=2)[N:17]=[C:16]([C:40]2[CH:45]=[CH:44][C:43]([CH3:46])=[CH:42][CH:41]=2)[N:15]=1)=[O:13].CN(C(ON1N=NC2C=CC=NC1=2)=[N+](C)C)C.F[P-](F)(F)(F)(F)F. Product: [CH3:29][O:28][C:25]1[CH:24]=[CH:23][C:22]([CH2:21][O:20][C:19]2[C:14]([C:12]([OH:13])=[O:11])=[N:15][C:16]([C:40]3[CH:45]=[CH:44][C:43]([CH3:46])=[CH:42][CH:41]=3)=[N:17][C:18]=2[O:30][CH2:31][C:32]2[CH:37]=[CH:36][C:35]([O:38][CH3:39])=[CH:34][CH:33]=2)=[CH:27][CH:26]=1. The catalyst class is: 39. (8) Reactant: [OH:1][CH:2]([C:4]1[C:13]2[C:8](=[CH:9][C:10]([O:14][CH3:15])=[CH:11][CH:12]=2)[O:7][C:6](=[O:16])[CH:5]=1)[CH3:3].[Cr](Cl)([O-])(=O)=O.[NH+]1C=CC=CC=1. Product: [C:2]([C:4]1[C:13]2[C:8](=[CH:9][C:10]([O:14][CH3:15])=[CH:11][CH:12]=2)[O:7][C:6](=[O:16])[CH:5]=1)(=[O:1])[CH3:3]. The catalyst class is: 2. (9) Reactant: [Br:1][C:2]1[CH:7]=[CH:6][CH:5]=[CH:4][C:3]=1[CH2:8][S:9](Cl)(=[O:11])=[O:10].[CH3:13][NH2:14].O. Product: [Br:1][C:2]1[CH:7]=[CH:6][CH:5]=[CH:4][C:3]=1[CH2:8][S:9]([NH:14][CH3:13])(=[O:11])=[O:10]. The catalyst class is: 1.